This data is from Reaction yield outcomes from USPTO patents with 853,638 reactions. The task is: Predict the reaction yield, written as a fraction of the theoretical maximum amount of product (1.0 means a 100% yield; for example, 0.34 means a 34% yield). (1) The reactants are [CH3:1][C:2]1([CH3:23])[O:6][CH:5]([C:7]2[N:12]=[CH:11][C:10]([NH:13][C:14](=[O:22])OC3C=CC=CC=3)=[CH:9][CH:8]=2)[CH2:4][O:3]1.[C:24]([C:28]1[CH:32]=[C:31]([CH2:33][NH2:34])[N:30]([C:35]2[CH:40]=[CH:39][CH:38]=[C:37]([Cl:41])[CH:36]=2)[N:29]=1)([CH3:27])([CH3:26])[CH3:25]. The catalyst is CC#N.CN(C)C1C=CN=CC=1. The product is [C:24]([C:28]1[CH:32]=[C:31]([CH2:33][NH:34][C:14]([NH:13][C:10]2[CH:11]=[N:12][C:7]([CH:5]3[CH2:4][O:3][C:2]([CH3:1])([CH3:23])[O:6]3)=[CH:8][CH:9]=2)=[O:22])[N:30]([C:35]2[CH:40]=[CH:39][CH:38]=[C:37]([Cl:41])[CH:36]=2)[N:29]=1)([CH3:27])([CH3:25])[CH3:26]. The yield is 0.910. (2) The reactants are CCN=C=NCCCN(C)C.[CH3:12][C:13]1[CH:18]=[CH:17][C:16]([C:19]2[CH:24]=[C:23]([N+:25]([O-:27])=[O:26])[CH:22]=[C:21]([C:28]([OH:30])=O)[CH:20]=2)=[CH:15][CH:14]=1.C1C=[CH:33][C:34]2[N:39](O)N=N[C:35]=2C=1.CN1[C:46](=[O:47])CCC1. The catalyst is C(Cl)Cl.CN(C=O)C. The product is [CH3:46][O:47][CH2:33][CH:34]([NH:39][C:28]([C:21]1[CH:20]=[C:19]([C:16]2[CH:15]=[CH:14][C:13]([CH3:12])=[CH:18][CH:17]=2)[CH:24]=[C:23]([N+:25]([O-:27])=[O:26])[CH:22]=1)=[O:30])[CH3:35]. The yield is 0.835.